Dataset: Reaction yield outcomes from USPTO patents with 853,638 reactions. Task: Predict the reaction yield, written as a fraction of the theoretical maximum amount of product (1.0 means a 100% yield; for example, 0.34 means a 34% yield). (1) The catalyst is CN(C1C=CN=CC=1)C.C(Cl)Cl. The yield is 0.430. The reactants are N1C=CC=CC=1.[NH:7]1[CH2:12][CH2:11][O:10][C@H:9]([CH2:13][OH:14])[CH2:8]1.[C:15]([Si:19](Cl)([C:26]1[CH:31]=[CH:30][CH:29]=[CH:28][CH:27]=1)[C:20]1[CH:25]=[CH:24][CH:23]=[CH:22][CH:21]=1)([CH3:18])([CH3:17])[CH3:16]. The product is [Si:19]([O:14][CH2:13][C@H:9]1[O:10][CH2:11][CH2:12][NH:7][CH2:8]1)([C:15]([CH3:18])([CH3:17])[CH3:16])([C:26]1[CH:27]=[CH:28][CH:29]=[CH:30][CH:31]=1)[C:20]1[CH:25]=[CH:24][CH:23]=[CH:22][CH:21]=1. (2) The reactants are [CH2:1]([C:3]1[C:7]2[CH:8]=[CH:9][CH:10]=[CH:11][C:6]=2[O:5][C:4]=1[CH:12]=O)[CH3:2].[CH3:14][NH2:15].[BH4-].[Na+]. The catalyst is CO. The product is [CH2:1]([C:3]1[C:7]2[CH:8]=[CH:9][CH:10]=[CH:11][C:6]=2[O:5][C:4]=1[CH2:12][NH:15][CH3:14])[CH3:2]. The yield is 0.890.